From a dataset of Full USPTO retrosynthesis dataset with 1.9M reactions from patents (1976-2016). Predict the reactants needed to synthesize the given product. (1) Given the product [C:18]([NH2:19])(=[O:20])[C:14]1[CH:15]=[CH:16][CH:17]=[CH:12][CH:13]=1, predict the reactants needed to synthesize it. The reactants are: C([N:19](CC)[C:18](=[O:20])[C:14]1[CH:15]=[CH:16][C:17](C(=C2CCNCC2)[C:12]2[CH:17]=[CH:16][CH:15]=[C:14]([C:18](=[O:20])[NH2:19])[CH:13]=2)=[CH:12][CH:13]=1)C.S1C=CC=C1C=O.C(O)(=O)C. (2) The reactants are: [CH:1]1([O:6][C:7]2[CH:8]=[C:9]([C:15]3[CH2:19][C:18]4([CH2:23][CH2:22][O:21][CH2:20]4)[O:17][N:16]=3)[CH:10]=[CH:11][C:12]=2[O:13][CH3:14])[CH2:5][CH2:4][CH2:3][CH2:2]1.[C:24]([O-:27])(=[O:26])[CH3:25].[Na+]. Given the product [C:24]([O:27][CH:19]1[C:18]2([CH2:23][CH2:22][O:21][CH2:20]2)[O:17][N:16]=[C:15]1[C:9]1[CH:10]=[CH:11][C:12]([O:13][CH3:14])=[C:7]([O:6][CH:1]2[CH2:5][CH2:4][CH2:3][CH2:2]2)[CH:8]=1)(=[O:26])[CH3:25], predict the reactants needed to synthesize it.